Dataset: Full USPTO retrosynthesis dataset with 1.9M reactions from patents (1976-2016). Task: Predict the reactants needed to synthesize the given product. (1) Given the product [C:36]([NH:34][C:35]1[N:7]2[CH:8]=[C:3]([C:2]([F:1])([F:10])[F:11])[CH:4]=[CH:5][C:6]2=[N:9][C:12]=1[C:14]1[CH:15]=[C:16]([CH:19]=[CH:20][CH:21]=1)[C:17]#[N:18])([CH3:39])([CH3:38])[CH3:37], predict the reactants needed to synthesize it. The reactants are: [F:1][C:2]([F:11])([F:10])[C:3]1[CH:4]=[CH:5][C:6]([NH2:9])=[N:7][CH:8]=1.[CH:12]([C:14]1[CH:15]=[C:16]([CH:19]=[CH:20][CH:21]=1)[C:17]#[N:18])=O.O.C1(C)C=CC(S(O)(=O)=O)=CC=1.[N+:34]([C:36]([CH3:39])([CH3:38])[CH3:37])#[C-:35]. (2) Given the product [C:15]1([C@H:21]([NH:23][C:12]([C:10]2[S:11][C:7]([C:4]3[CH:3]=[CH:2][N:1]=[CH:6][CH:5]=3)=[CH:8][CH:9]=2)=[O:14])[CH3:22])[CH:20]=[CH:19][CH:18]=[CH:17][CH:16]=1, predict the reactants needed to synthesize it. The reactants are: [N:1]1[CH:6]=[CH:5][C:4]([C:7]2[S:11][C:10]([C:12]([OH:14])=O)=[CH:9][CH:8]=2)=[CH:3][CH:2]=1.[C:15]1([C@H:21]([NH2:23])[CH3:22])[CH:20]=[CH:19][CH:18]=[CH:17][CH:16]=1. (3) Given the product [CH3:25][C@H:20]1[NH:21][C@@H:22]([CH3:24])[CH2:23][N:18]([C:16]2[CH:15]=[CH:14][C:13]([O:26][CH3:27])=[C:12]([NH:11][S:8]([C:5]3[CH:6]=[CH:7][C:2]([C:39]4[O:40][C:36]([CH3:35])=[CH:37][CH:38]=4)=[C:3]([F:28])[CH:4]=3)(=[O:10])=[O:9])[CH:17]=2)[CH2:19]1, predict the reactants needed to synthesize it. The reactants are: Br[C:2]1[CH:7]=[CH:6][C:5]([S:8]([NH:11][C:12]2[CH:17]=[C:16]([N:18]3[CH2:23][C@H:22]([CH3:24])[NH:21][C@H:20]([CH3:25])[CH2:19]3)[CH:15]=[CH:14][C:13]=2[O:26][CH3:27])(=[O:10])=[O:9])=[CH:4][C:3]=1[F:28].C(=O)([O-])[O-].[Na+].[Na+].[CH3:35][C:36]1[O:40][C:39](B(O)O)=[CH:38][CH:37]=1.C. (4) Given the product [NH2:9][C:8]1[C:3]2[C:2](=[N:7][CH:6]=[CH:5][N:4]=2)[S:21][C:20]=1[C:19]([O:18][CH2:16][CH3:17])=[O:22], predict the reactants needed to synthesize it. The reactants are: Cl[C:2]1[C:3]([C:8]#[N:9])=[N:4][CH:5]=[CH:6][N:7]=1.C(=O)([O-])[O-].[Na+].[Na+].[CH2:16]([O:18][C:19](=[O:22])[CH2:20][SH:21])[CH3:17]. (5) Given the product [CH3:37][O:38][C:39]1[C:44]([C:7]2[CH:12]=[CH:11][CH:10]=[CH:9][C:8]=2[NH:13][C:14](=[O:34])[C@@H:15]2[CH2:19][CH2:18][CH2:17][N:16]2[C:20](=[O:33])[CH2:21][CH2:22][C:23]2[N:27]([CH3:28])[C:26]3[CH:29]=[CH:30][CH:31]=[CH:32][C:25]=3[N:24]=2)=[CH:43][CH:42]=[CH:41][N:40]=1, predict the reactants needed to synthesize it. The reactants are: FC(F)(F)S(O[C:7]1[CH:12]=[CH:11][CH:10]=[CH:9][C:8]=1[NH:13][C:14](=[O:34])[C@@H:15]1[CH2:19][CH2:18][CH2:17][N:16]1[C:20](=[O:33])[CH2:21][CH2:22][C:23]1[N:27]([CH3:28])[C:26]2[CH:29]=[CH:30][CH:31]=[CH:32][C:25]=2[N:24]=1)(=O)=O.[CH3:37][O:38][C:39]1[C:44](B(O)O)=[CH:43][CH:42]=[CH:41][N:40]=1.C(=O)([O-])[O-].[Cs+].[Cs+]. (6) Given the product [CH3:13][O:12][C:10]([C:8]1[NH:7][C:6]2[CH:41]=[CH:42][C:3]([C:1]#[N:2])=[CH:4][C:5]=2[N:9]=1)([C:14]1[C:22]([O:23][CH3:24])=[CH:21][C:20]([CH3:25])=[C:19]2[C:15]=1[CH:16]=[CH:17][NH:18]2)[CH3:11], predict the reactants needed to synthesize it. The reactants are: [C:1]([C:3]1[CH:42]=[CH:41][C:6]2[N:7](COCC[Si](C)(C)C)[C:8]([C:10]([C:14]3[C:22]([O:23][CH3:24])=[CH:21][C:20]([CH3:25])=[C:19]4[C:15]=3[CH:16]=[CH:17][N:18]4C(OC(C)(C)C)=O)([O:12][CH3:13])[CH3:11])=[N:9][C:5]=2[CH:4]=1)#[N:2].C(C1C=CC2N=C(C(C3C(OC)=CC(C)=C4C=3C=CN4C(OC(C)(C)C)=O)(OC)C)N(COCC[Si](C)(C)C)C=2C=1)#N.CCCC[N+](CCCC)(CCCC)CCCC.[F-].C(N)CN.[Cl-].[NH4+].C(=O)([O-])[O-].[Cs+].[Cs+]. (7) Given the product [Cl:3][C:4]1[CH:5]=[CH:6][C:7]([C:11]([O:13][CH2:14][CH3:15])=[O:12])=[N:8][C:9]=1[O:10][CH3:1], predict the reactants needed to synthesize it. The reactants are: [CH3:1]I.[Cl:3][C:4]1[CH:5]=[CH:6][C:7]([C:11]([O:13][CH2:14][CH3:15])=[O:12])=[N:8][C:9]=1[OH:10]. (8) Given the product [OH:18][CH:3]1[CH2:4][C:5]2[C:10](=[CH:9][CH:8]=[C:7]([O:11][CH2:12][C@H:13]3[CH2:17][CH2:16][CH2:15][O:14]3)[CH:6]=2)[C:2]1=[O:1], predict the reactants needed to synthesize it. The reactants are: [O:1]=[C:2]1[C:10]2[C:5](=[CH:6][C:7]([O:11][CH2:12][C@H:13]3[CH2:17][CH2:16][CH2:15][O:14]3)=[CH:8][CH:9]=2)[CH2:4][CH:3]1[O:18]C(=O)C.C(=O)([O-])[O-].[K+].[K+].O.